This data is from NCI-60 drug combinations with 297,098 pairs across 59 cell lines. The task is: Regression. Given two drug SMILES strings and cell line genomic features, predict the synergy score measuring deviation from expected non-interaction effect. (1) Drug 1: C1=CC(=CC=C1CC(C(=O)O)N)N(CCCl)CCCl.Cl. Drug 2: CN1C(=O)N2C=NC(=C2N=N1)C(=O)N. Cell line: PC-3. Synergy scores: CSS=9.98, Synergy_ZIP=-2.09, Synergy_Bliss=1.63, Synergy_Loewe=-7.24, Synergy_HSA=-0.112. (2) Drug 1: CS(=O)(=O)C1=CC(=C(C=C1)C(=O)NC2=CC(=C(C=C2)Cl)C3=CC=CC=N3)Cl. Synergy scores: CSS=10.2, Synergy_ZIP=-9.13, Synergy_Bliss=-10.3, Synergy_Loewe=-23.3, Synergy_HSA=-9.59. Cell line: HCT-15. Drug 2: C1=NC2=C(N1)C(=S)N=CN2. (3) Drug 1: CC1=C(C=C(C=C1)NC(=O)C2=CC=C(C=C2)CN3CCN(CC3)C)NC4=NC=CC(=N4)C5=CN=CC=C5. Drug 2: CC(C)NC(=O)C1=CC=C(C=C1)CNNC.Cl. Cell line: U251. Synergy scores: CSS=-1.58, Synergy_ZIP=1.06, Synergy_Bliss=2.55, Synergy_Loewe=2.51, Synergy_HSA=0.0879. (4) Drug 1: C1CC2CC3=C(CC1C24CN(S(=O)(=O)N4)CC(F)(F)F)C=CC(=C3)C=CCN5CCC(CC5)C(F)(F)F. Drug 2: C1CNP(=O)(OC1)N(CCCl)CCCl. Cell line: SW-620. Synergy scores: CSS=0.556, Synergy_ZIP=3.99, Synergy_Bliss=6.01, Synergy_Loewe=-1.33, Synergy_HSA=-0.0833. (5) Drug 1: C(=O)(N)NO. Drug 2: C1CCC(C(C1)N)N.C(=O)(C(=O)[O-])[O-].[Pt+4]. Cell line: MCF7. Synergy scores: CSS=32.3, Synergy_ZIP=-3.44, Synergy_Bliss=-4.59, Synergy_Loewe=-4.12, Synergy_HSA=1.30. (6) Drug 1: CNC(=O)C1=NC=CC(=C1)OC2=CC=C(C=C2)NC(=O)NC3=CC(=C(C=C3)Cl)C(F)(F)F. Drug 2: C(CCl)NC(=O)N(CCCl)N=O. Cell line: RXF 393. Synergy scores: CSS=-1.86, Synergy_ZIP=1.43, Synergy_Bliss=-0.419, Synergy_Loewe=-5.72, Synergy_HSA=-5.29. (7) Drug 1: COCCOC1=C(C=C2C(=C1)C(=NC=N2)NC3=CC=CC(=C3)C#C)OCCOC.Cl. Drug 2: N.N.Cl[Pt+2]Cl. Cell line: NCI-H522. Synergy scores: CSS=72.2, Synergy_ZIP=-0.995, Synergy_Bliss=-0.894, Synergy_Loewe=1.43, Synergy_HSA=3.19. (8) Drug 1: C1=NC2=C(N1)C(=S)N=C(N2)N. Drug 2: CC1CCC2CC(C(=CC=CC=CC(CC(C(=O)C(C(C(=CC(C(=O)CC(OC(=O)C3CCCCN3C(=O)C(=O)C1(O2)O)C(C)CC4CCC(C(C4)OC)O)C)C)O)OC)C)C)C)OC. Cell line: OVCAR-8. Synergy scores: CSS=30.3, Synergy_ZIP=-9.78, Synergy_Bliss=-5.90, Synergy_Loewe=-5.62, Synergy_HSA=-2.76. (9) Drug 1: CC1=C(C(CCC1)(C)C)C=CC(=CC=CC(=CC(=O)O)C)C. Drug 2: C(=O)(N)NO. Cell line: EKVX. Synergy scores: CSS=6.74, Synergy_ZIP=-1.46, Synergy_Bliss=4.42, Synergy_Loewe=-1.29, Synergy_HSA=2.32. (10) Cell line: HS 578T. Drug 2: C(CCl)NC(=O)N(CCCl)N=O. Drug 1: CN(C)N=NC1=C(NC=N1)C(=O)N. Synergy scores: CSS=11.5, Synergy_ZIP=-1.01, Synergy_Bliss=0.601, Synergy_Loewe=-2.93, Synergy_HSA=-0.712.